This data is from Forward reaction prediction with 1.9M reactions from USPTO patents (1976-2016). The task is: Predict the product of the given reaction. Given the reactants [Br:1][C:2]1[NH:6][N:5]=[C:4]([C:7]([F:10])([F:9])[F:8])[CH:3]=1.C([O-])([O-])=O.[Cs+].[Cs+].Br[CH2:18][C:19]([O:21][CH3:22])=[O:20].C(OCC)(=O)C, predict the reaction product. The product is: [Br:1][C:2]1[N:6]([CH2:18][C:19]([O:21][CH3:22])=[O:20])[N:5]=[C:4]([C:7]([F:10])([F:9])[F:8])[CH:3]=1.